This data is from Merck oncology drug combination screen with 23,052 pairs across 39 cell lines. The task is: Regression. Given two drug SMILES strings and cell line genomic features, predict the synergy score measuring deviation from expected non-interaction effect. Drug 1: C=CCn1c(=O)c2cnc(Nc3ccc(N4CCN(C)CC4)cc3)nc2n1-c1cccc(C(C)(C)O)n1. Drug 2: C#Cc1cccc(Nc2ncnc3cc(OCCOC)c(OCCOC)cc23)c1. Cell line: CAOV3. Synergy scores: synergy=23.6.